From a dataset of Catalyst prediction with 721,799 reactions and 888 catalyst types from USPTO. Predict which catalyst facilitates the given reaction. (1) Reactant: [C:1](Cl)(=O)C.[NH2:5][C:6]1[CH:7]=[C:8]([CH:12]=[C:13]([CH3:15])[N:14]=1)[C:9]([OH:11])=[O:10]. Product: [CH3:1][O:10][C:9](=[O:11])[C:8]1[CH:12]=[C:13]([CH3:15])[N:14]=[C:6]([NH2:5])[CH:7]=1. The catalyst class is: 5. (2) Reactant: O.[OH-].[Li+].C[O:5][C:6]([C:8]1[CH:13]=[N:12][C:11]([O:14][CH2:15][C:16]2[N:17]([CH3:28])[N:18]=[N:19][C:20]=2[C:21]2[CH:26]=[CH:25][C:24]([F:27])=[CH:23][CH:22]=2)=[CH:10][N:9]=1)=[O:7]. Product: [F:27][C:24]1[CH:23]=[CH:22][C:21]([C:20]2[N:19]=[N:18][N:17]([CH3:28])[C:16]=2[CH2:15][O:14][C:11]2[N:12]=[CH:13][C:8]([C:6]([OH:7])=[O:5])=[N:9][CH:10]=2)=[CH:26][CH:25]=1. The catalyst class is: 90. (3) Reactant: [C:1]([CH:5]1[CH2:10][CH2:9][CH:8]([N:11]([CH2:22][C:23]2[CH:31]=[CH:30][C:26]([C:27](O)=[O:28])=[CH:25][CH:24]=2)[C:12]2[N:16]([CH3:17])[C:15]3[CH:18]=[CH:19][CH:20]=[CH:21][C:14]=3[N:13]=2)[CH2:7][CH2:6]1)([CH3:4])([CH3:3])[CH3:2].[CH3:32][O:33][C:34](=[O:39])[CH:35]([OH:38])[CH2:36][NH2:37].C1C=CC2N(O)N=NC=2C=1.C(Cl)CCl.CCN(C(C)C)C(C)C. Product: [C:1]([CH:5]1[CH2:6][CH2:7][CH:8]([N:11]([CH2:22][C:23]2[CH:24]=[CH:25][C:26]([C:27]([NH:37][CH2:36][C@@H:35]([OH:38])[C:34]([O:33][CH3:32])=[O:39])=[O:28])=[CH:30][CH:31]=2)[C:12]2[N:16]([CH3:17])[C:15]3[CH:18]=[CH:19][CH:20]=[CH:21][C:14]=3[N:13]=2)[CH2:9][CH2:10]1)([CH3:4])([CH3:2])[CH3:3]. The catalyst class is: 3.